Dataset: Reaction yield outcomes from USPTO patents with 853,638 reactions. Task: Predict the reaction yield, written as a fraction of the theoretical maximum amount of product (1.0 means a 100% yield; for example, 0.34 means a 34% yield). (1) The reactants are Cl.Cl.[CH:3]1([N:6]2[CH2:11][CH2:10][NH:9][CH2:8][CH2:7]2)[CH2:5][CH2:4]1.CO. The catalyst is O. The product is [CH:3]1([N:6]2[CH2:11][CH2:10][NH:9][CH2:8][CH2:7]2)[CH2:5][CH2:4]1. The yield is 0.840. (2) The reactants are C[Sn](C)(C)[C:3]1[O:7][C:6]([CH:8]=[O:9])=[CH:5][CH:4]=1.[OH:12][C:13]1[CH:22]=[CH:21][C:20](Br)=[CH:19][C:14]=1[C:15]([O:17][CH3:18])=[O:16].[CH3:24]N(C)C=O. The catalyst is C1C=CC([P]([Pd]([P](C2C=CC=CC=2)(C2C=CC=CC=2)C2C=CC=CC=2)([P](C2C=CC=CC=2)(C2C=CC=CC=2)C2C=CC=CC=2)[P](C2C=CC=CC=2)(C2C=CC=CC=2)C2C=CC=CC=2)(C2C=CC=CC=2)C2C=CC=CC=2)=CC=1. The product is [CH3:18][O:17][C:15](=[O:16])[C:14]1[CH:19]=[C:20]([C:3]2[O:7][C:6]([CH:8]=[O:9])=[CH:5][CH:4]=2)[CH:21]=[C:22]([CH3:24])[C:13]=1[OH:12]. The yield is 0.862. (3) The reactants are [CH3:1][O:2][C:3]1[CH:4]=[C:5]([NH:11][C:12](=[O:17])[C:13]([F:16])([F:15])[F:14])[CH:6]=[C:7]([O:9][CH3:10])[CH:8]=1.[Sn](Cl)(Cl)(Cl)Cl.[C:23](Cl)(=[O:25])[CH3:24].O. The catalyst is C(Cl)Cl. The product is [C:23]([C:8]1[C:7]([O:9][CH3:10])=[CH:6][C:5]([NH:11][C:12](=[O:17])[C:13]([F:14])([F:16])[F:15])=[CH:4][C:3]=1[O:2][CH3:1])(=[O:25])[CH3:24]. The yield is 0.130. (4) The reactants are C(OC([NH:8][C@@H:9]1[CH2:14][CH2:13][C@@H:12]([CH2:15][OH:16])[O:11][CH2:10]1)=O)(C)(C)C.[ClH:17].O1CCOCC1. The catalyst is CO. The product is [ClH:17].[NH2:8][C@@H:9]1[CH2:14][CH2:13][C@@H:12]([CH2:15][OH:16])[O:11][CH2:10]1. The yield is 1.00. (5) The reactants are [NH:1]([C:3]([NH:8][C:9]1[CH:14]=[CH:13][C:12]([CH3:15])=[CH:11][CH:10]=1)=[CH:4][N+:5]([O-:7])=[O:6])[NH2:2].[C:16](OCC)(OCC)(OCC)[CH3:17]. The catalyst is CCO. The product is [CH3:16][C:17]1[N:8]([C:9]2[CH:14]=[CH:13][C:12]([CH3:15])=[CH:11][CH:10]=2)[C:3]([CH2:4][N+:5]([O-:7])=[O:6])=[N:1][N:2]=1. The yield is 0.860. (6) The reactants are [OH:1][C:2]1[CH:7]=[CH:6][C:5]([CH2:8][C:9]([OH:11])=O)=[CH:4][CH:3]=1.[C:12](Cl)(=O)[C:13](Cl)=[O:14].C(Cl)[Cl:19]. The yield is 1.00. The product is [Cl:19][C:9]([CH2:8][C:5]1[CH:4]=[CH:3][C:2]([O:1][C:13](=[O:14])[CH3:12])=[CH:7][CH:6]=1)=[O:11]. The catalyst is CN(C=O)C. (7) No catalyst specified. The yield is 0.690. The product is [CH3:27][O:26][C:24](=[O:25])[CH2:23][O:12][C:9]1[CH:8]=[CH:7][CH:6]=[C:5]2[C:10]=1[CH:11]=[C:3]([CH2:1][CH3:2])[N:4]2[CH2:13][C:14]1[CH:19]=[CH:18][CH:17]=[CH:16][CH:15]=1. The reactants are [CH2:1]([C:3]1[N:4]([CH2:13][C:14]2[CH:19]=[CH:18][CH:17]=[CH:16][CH:15]=2)[C:5]2[C:10]([CH:11]=1)=[C:9]([OH:12])[CH:8]=[CH:7][CH:6]=2)[CH3:2].[H-].[Na+].Br[CH2:23][C:24]([O:26][CH3:27])=[O:25].